From a dataset of Full USPTO retrosynthesis dataset with 1.9M reactions from patents (1976-2016). Predict the reactants needed to synthesize the given product. (1) Given the product [F:1][C:2]1[CH:21]=[C:20]([C:28]#[C:27][Si:23]([CH3:26])([CH3:25])[CH3:24])[CH:19]=[CH:18][C:3]=1[NH:4][C:5]1[C:6]([C:12]([NH:14][CH2:15][CH2:16][OH:17])=[O:13])=[CH:7][NH:8][C:9](=[O:11])[CH:10]=1, predict the reactants needed to synthesize it. The reactants are: [F:1][C:2]1[CH:21]=[C:20](I)[CH:19]=[CH:18][C:3]=1[NH:4][C:5]1[C:6]([C:12]([NH:14][CH2:15][CH2:16][OH:17])=[O:13])=[CH:7][NH:8][C:9](=[O:11])[CH:10]=1.[Si:23]([C:27]#[CH:28])([CH3:26])([CH3:25])[CH3:24]. (2) Given the product [NH2:9][CH2:14][CH2:13][CH2:12][NH:11][C:16]1[N:17]=[C:18]([C:19]2[CH:20]=[C:21]([CH:28]=[CH:29][C:30]=2[CH3:31])[C:22]([NH:24][CH2:25][CH2:26][CH3:27])=[O:23])[C:13]2[CH2:12][NH:11][C:10](=[O:36])[N:9]([C:3]3[C:2]([F:1])=[CH:7][CH:6]=[CH:5][C:4]=3[F:8])[C:14]=2[N:15]=1, predict the reactants needed to synthesize it. The reactants are: [F:1][C:2]1[CH:7]=[CH:6][CH:5]=[C:4]([F:8])[C:3]=1[N:9]1[C:14]2[N:15]=[C:16](S(C)(=O)=O)[N:17]=[C:18]([C:19]3[CH:20]=[C:21]([CH:28]=[CH:29][C:30]=3[CH3:31])[C:22]([NH:24][CH2:25][CH2:26][CH3:27])=[O:23])[C:13]=2[CH2:12][NH:11][C:10]1=[O:36].